This data is from Forward reaction prediction with 1.9M reactions from USPTO patents (1976-2016). The task is: Predict the product of the given reaction. Given the reactants [O:1]=[C:2]([CH3:13])[CH2:3][C:4]([NH:6][C:7]1[CH:12]=[CH:11][CH:10]=[CH:9][CH:8]=1)=[O:5].[Br:14]Br, predict the reaction product. The product is: [Br:14][CH2:13][C:2](=[O:1])[CH2:3][C:4]([NH:6][C:7]1[CH:12]=[CH:11][CH:10]=[CH:9][CH:8]=1)=[O:5].